This data is from Catalyst prediction with 721,799 reactions and 888 catalyst types from USPTO. The task is: Predict which catalyst facilitates the given reaction. (1) Reactant: [NH2:1][C:2]1[CH:3]=[C:4]([CH:8]=[CH:9][C:10]=1[F:11])[C:5](O)=[O:6].Cl.[Cl-].[NH4+].OC1C2N=N[NH:21]C=2C=CC=1. Product: [NH2:1][C:2]1[CH:3]=[C:4]([CH:8]=[CH:9][C:10]=1[F:11])[C:5]([NH2:21])=[O:6]. The catalyst class is: 9. (2) Product: [CH:1]([C@H:14]1[N:19]2[CH2:20][C@@H:21]([OH:23])[CH2:22][C@H:18]2[CH2:17][NH:16][CH2:15]1)([C:8]1[CH:9]=[CH:10][CH:11]=[CH:12][CH:13]=1)[C:2]1[CH:7]=[CH:6][CH:5]=[CH:4][CH:3]=1. Reactant: [CH:1]([C@H:14]1[N:19]2[CH2:20][C@@H:21]([OH:23])[CH2:22][C@H:18]2[CH2:17][N:16](C(OC(C)(C)C)=O)[CH2:15]1)([C:8]1[CH:13]=[CH:12][CH:11]=[CH:10][CH:9]=1)[C:2]1[CH:7]=[CH:6][CH:5]=[CH:4][CH:3]=1. The catalyst class is: 601. (3) Reactant: C(OC([N:8]([C:27]1[CH:32]=[CH:31][C:30]([O:33][CH3:34])=[CH:29][CH:28]=1)[CH2:9][CH2:10][CH2:11][N:12]1[CH:21]=[CH:20][C:19]2[C:14](=[CH:15][C:16]([C:22]([O:24][CH3:25])=[O:23])=[CH:17][CH:18]=2)[C:13]1=[O:26])=O)(C)(C)C.Cl.O1CCOCC1. Product: [CH3:34][O:33][C:30]1[CH:31]=[CH:32][C:27]([NH:8][CH2:9][CH2:10][CH2:11][N:12]2[CH:21]=[CH:20][C:19]3[C:14](=[CH:15][C:16]([C:22]([O:24][CH3:25])=[O:23])=[CH:17][CH:18]=3)[C:13]2=[O:26])=[CH:28][CH:29]=1. The catalyst class is: 2. (4) Reactant: C(Cl)(=O)C(Cl)=O.CS(C)=O.[Cl:11][C:12]1[CH:17]=[CH:16][CH:15]=[C:14]([CH3:18])[C:13]=1[S:19]([N:22]1[CH2:27][CH2:26][CH2:25][CH2:24][CH:23]1[CH2:28][OH:29])(=[O:21])=[O:20].C(N(CC)CC)C. Product: [Cl:11][C:12]1[CH:17]=[CH:16][CH:15]=[C:14]([CH3:18])[C:13]=1[S:19]([N:22]1[CH2:27][CH2:26][CH2:25][CH2:24][CH:23]1[CH:28]=[O:29])(=[O:21])=[O:20]. The catalyst class is: 2. (5) Reactant: [C:1]([O:5][C:6](=[O:15])[CH2:7]/[N:8]=[CH:9]/[CH2:10][C:11]([CH3:14])([CH3:13])[CH3:12])([CH3:4])([CH3:3])[CH3:2].[Br:16][C:17]1[CH:18]=[C:19](/[CH:22]=[C:23](/[C:26]2[CH:31]=[CH:30][C:29]([Cl:32])=[CH:28][C:27]=2[F:33])\[C:24]#[N:25])[S:20][CH:21]=1.C(N(CC)CC)C. Product: [C:1]([O:5][C:6]([CH:7]1[CH:22]([C:19]2[S:20][CH:21]=[C:17]([Br:16])[CH:18]=2)[C:23]([C:26]2[CH:31]=[CH:30][C:29]([Cl:32])=[CH:28][C:27]=2[F:33])([C:24]#[N:25])[CH:9]([CH2:10][C:11]([CH3:14])([CH3:13])[CH3:12])[NH:8]1)=[O:15])([CH3:4])([CH3:3])[CH3:2]. The catalyst class is: 4. (6) Reactant: [F:1][C:2]1[CH:7]=[CH:6][C:5]([S:8]([OH:10])=[O:9])=[CH:4][CH:3]=1.[C:11]1(=[O:18])[CH:16]=[CH:15][C:14](=[O:17])[CH:13]=[CH:12]1. Product: [F:1][C:2]1[CH:7]=[CH:6][C:5]([S:8]([C:16]2[CH:15]=[C:14]([OH:17])[CH:13]=[CH:12][C:11]=2[OH:18])(=[O:10])=[O:9])=[CH:4][CH:3]=1. The catalyst class is: 232. (7) Reactant: [C:1]([Cl:5])(Cl)(Cl)[Cl:2].[Cl:6][C:7]1[CH:12]=[C:11]([Cl:13])[CH:10]=[CH:9][C:8]=1[C:14](=O)[C:15]([O:17][CH2:18][CH3:19])=[O:16].C1(P(C2C=CC=CC=2)C2C=CC=CC=2)C=CC=CC=1.O. The catalyst class is: 4. Product: [Cl:2][C:1]([Cl:5])=[C:14]([C:8]1[CH:9]=[CH:10][C:11]([Cl:13])=[CH:12][C:7]=1[Cl:6])[C:15]([O:17][CH2:18][CH3:19])=[O:16]. (8) Reactant: [CH3:1][O:2][C:3](=[O:23])[C:4]1[CH:9]=[C:8]([C:10]([F:13])([F:12])[F:11])[C:7]([O:14]CC2C=CC=CC=2)=[CH:6][C:5]=1[CH3:22]. Product: [CH3:1][O:2][C:3](=[O:23])[C:4]1[CH:9]=[C:8]([C:10]([F:13])([F:12])[F:11])[C:7]([OH:14])=[CH:6][C:5]=1[CH3:22]. The catalyst class is: 29. (9) Reactant: [Cl:1][C:2]1[CH:21]=[CH:20][C:5]([C:6]([C:8]2[N:12]([CH3:13])[C:11]([CH2:14][C:15]([O:17][CH2:18][CH3:19])=[O:16])=[CH:10][CH:9]=2)=[O:7])=[CH:4][CH:3]=1.[NH2-].[Na+].N.[CH3:25]I.[Cl-].[NH4+].Cl. Product: [Cl:1][C:2]1[CH:21]=[CH:20][C:5]([C:6]([C:8]2[N:12]([CH3:13])[C:11]([CH:14]([CH3:25])[C:15]([O:17][CH2:18][CH3:19])=[O:16])=[CH:10][CH:9]=2)=[O:7])=[CH:4][CH:3]=1. The catalyst class is: 28.